From a dataset of Reaction yield outcomes from USPTO patents with 853,638 reactions. Predict the reaction yield, written as a fraction of the theoretical maximum amount of product (1.0 means a 100% yield; for example, 0.34 means a 34% yield). (1) The reactants are I[C:2]1[CH:3]=[C:4]([CH:7]=[CH:8][CH:9]=1)[CH:5]=[O:6].C([N:12]([CH2:15][CH3:16])CC)C.[CH2:17]1[CH2:21]O[CH2:19][CH2:18]1. No catalyst specified. The product is [CH:5]([C:4]1[CH:3]=[C:2]([C:19]#[C:18][C:17]2[CH:21]=[C:3]([C:4]#[C:16][C:15]#[N:12])[CH:2]=[CH:9][CH:8]=2)[CH:9]=[CH:8][CH:7]=1)=[O:6]. The yield is 0.550. (2) The reactants are Br[C:2]1[C:3]([C:10]2[CH:15]=[CH:14][C:13]([CH3:16])=[CH:12][CH:11]=2)=[N:4][C:5]([O:8][CH3:9])=[CH:6][CH:7]=1.[CH3:17][O:18][C:19]1[CH:24]=[CH:23][C:22]([CH:25]2[CH2:30][NH:29][CH2:28][CH2:27][N:26]2[CH3:31])=[CH:21][CH:20]=1.C1C=CC(P(C2C(C3C(P(C4C=CC=CC=4)C4C=CC=CC=4)=CC=C4C=3C=CC=C4)=C3C(C=CC=C3)=CC=2)C2C=CC=CC=2)=CC=1.CC(C)([O-])C.[Na+]. The catalyst is C1C=CC(/C=C/C(/C=C/C2C=CC=CC=2)=O)=CC=1.C1C=CC(/C=C/C(/C=C/C2C=CC=CC=2)=O)=CC=1.C1C=CC(/C=C/C(/C=C/C2C=CC=CC=2)=O)=CC=1.[Pd].[Pd].C1(C)C=CC=CC=1. The product is [CH3:9][O:8][C:5]1[N:4]=[C:3]([C:10]2[CH:15]=[CH:14][C:13]([CH3:16])=[CH:12][CH:11]=2)[C:2]([N:29]2[CH2:28][CH2:27][N:26]([CH3:31])[CH:25]([C:22]3[CH:23]=[CH:24][C:19]([O:18][CH3:17])=[CH:20][CH:21]=3)[CH2:30]2)=[CH:7][CH:6]=1. The yield is 0.210. (3) The reactants are Cl[CH2:2][C:3]([NH:5][C:6]1[CH:7]=[CH:8][C:9]2[C:10](=[O:19])[C:11]3[C:16]([C:17]=2[CH:18]=1)=[CH:15][CH:14]=[CH:13][CH:12]=3)=[O:4].C([O-])([O-])=O.[K+].[K+].O.[C:27]([O:30][CH2:31]C)(=[O:29])[CH3:28].C[N:34]([CH:36]=O)[CH3:35]. No catalyst specified. The product is [CH3:31][O:30][C:27](=[O:29])[C:28]1[CH:17]=[CH:9][CH:8]=[CH:7][C:36]=1[NH:34][CH:35]1[CH2:18][CH2:6][N:5]([CH2:2][C:3](=[O:4])[NH:5][C:6]2[CH:7]=[CH:8][C:9]3[C:10](=[O:19])[C:11]4[C:16]([C:17]=3[CH:18]=2)=[CH:15][CH:14]=[CH:13][CH:12]=4)[CH2:3][CH2:2]1. The yield is 0.770. (4) The reactants are [NH2:1][C:2]1[CH:42]=[CH:41][C:5]([C:6]([NH:8][C:9]2[CH:14]=[CH:13][CH:12]=[C:11]([NH:15][C:16]3[N:21]=[C:20]([C:22]4[C:30]5[C:25](=[CH:26][CH:27]=[CH:28][CH:29]=5)[N:24]([S:31]([C:34]5[CH:39]=[CH:38][CH:37]=[CH:36][CH:35]=5)(=[O:33])=[O:32])[CH:23]=4)[C:19](Cl)=[CH:18][N:17]=3)[CH:10]=2)=[O:7])=[CH:4][CH:3]=1.CC(C1C=C(C(C)C)C(C2C=CC=CC=2P(C2CCCCC2)C2CCCCC2)=C(C(C)C)C=1)C.C[C:78]([N:80](C)C)=O. The catalyst is CCOC(C)=O.[Zn].C1C=CC(/C=C/C(/C=C/C2C=CC=CC=2)=O)=CC=1.C1C=CC(/C=C/C(/C=C/C2C=CC=CC=2)=O)=CC=1.C1C=CC(/C=C/C(/C=C/C2C=CC=CC=2)=O)=CC=1.[Pd].[Pd].[C-]#N.[Zn+2].[C-]#N. The product is [NH2:1][C:2]1[CH:42]=[CH:41][C:5]([C:6]([NH:8][C:9]2[CH:14]=[CH:13][CH:12]=[C:11]([NH:15][C:16]3[N:21]=[C:20]([C:22]4[C:30]5[C:25](=[CH:26][CH:27]=[CH:28][CH:29]=5)[N:24]([S:31]([C:34]5[CH:39]=[CH:38][CH:37]=[CH:36][CH:35]=5)(=[O:33])=[O:32])[CH:23]=4)[C:19]([C:78]#[N:80])=[CH:18][N:17]=3)[CH:10]=2)=[O:7])=[CH:4][CH:3]=1. The yield is 0.540. (5) The yield is 0.430. The reactants are [CH3:1][N:2]1[CH:6]=[CH:5][C:4]([CH2:7][OH:8])=[N:3]1.Cl[C:10]1[N:11]=[C:12]([OH:20])[C:13]2[CH:19]=[CH:18][N:17]=[CH:16][C:14]=2[N:15]=1. The product is [CH3:1][N:2]1[CH:6]=[CH:5][C:4]([CH2:7][O:8][C:10]2[N:11]=[C:12]([OH:20])[C:13]3[CH:19]=[CH:18][N:17]=[CH:16][C:14]=3[N:15]=2)=[N:3]1. No catalyst specified. (6) The reactants are [CH2:1](Cl)[C:2]1[CH:7]=[CH:6][CH:5]=[CH:4][CH:3]=1.O[C:10]1[CH:11]=[C:12]([CH:17]=[CH:18][C:19]=1[I:20])[C:13]([O:15][CH3:16])=[O:14].C(=O)([O-])[O-].[K+].[K+]. The catalyst is C(C(C)=O)C. The product is [CH2:1]([C:10]1[CH:11]=[C:12]([CH:17]=[CH:18][C:19]=1[I:20])[C:13]([O:15][CH3:16])=[O:14])[C:2]1[CH:7]=[CH:6][CH:5]=[CH:4][CH:3]=1. The yield is 1.00. (7) The reactants are [C:1]([O:7][CH2:8][C@H:9]([C:11]1[C:16]([CH3:17])=[CH:15][C:14]([N+:18]([O-:20])=[O:19])=[CH:13][C:12]=1[Br:21])[OH:10])(=[O:6])[C:2]([CH3:5])([CH3:4])[CH3:3].CCOC(C)=O.C(O[C:32]([CH3:35])([CH3:34])[CH3:33])(=O)C. No catalyst specified. The product is [C:1]([O:7][CH2:8][C@H:9]([C:11]1[C:16]([CH3:17])=[CH:15][C:14]([N+:18]([O-:20])=[O:19])=[CH:13][C:12]=1[Br:21])[O:10][C:32]([CH3:35])([CH3:34])[CH3:33])(=[O:6])[C:2]([CH3:5])([CH3:4])[CH3:3]. The yield is 0.850.